This data is from Catalyst prediction with 721,799 reactions and 888 catalyst types from USPTO. The task is: Predict which catalyst facilitates the given reaction. (1) Reactant: Br[C:2]1[C:3]([C:14]2[O:15][C:16]([C:19]3[CH:24]=[CH:23][N:22]=[CH:21][CH:20]=3)=[N:17][N:18]=2)=[CH:4][C:5]([NH:8][C:9]([NH:11][CH2:12][CH3:13])=[O:10])=[N:6][CH:7]=1.CC1(C)C(C)(C)OB([C:33]2[CH:34]=[N:35][CH:36]=[C:37]([CH:43]=2)[C:38]([O:40][CH2:41][CH3:42])=[O:39])O1.C(=O)([O-])[O-].[Cs+].[Cs+].O1CCOCC1. Product: [CH2:12]([NH:11][C:9](=[O:10])[NH:8][C:5]1[N:6]=[CH:7][C:2]([C:33]2[CH:34]=[N:35][CH:36]=[C:37]([C:38]([O:40][CH2:41][CH3:42])=[O:39])[CH:43]=2)=[C:3]([C:14]2[O:15][C:16]([C:19]3[CH:24]=[CH:23][N:22]=[CH:21][CH:20]=3)=[N:17][N:18]=2)[CH:4]=1)[CH3:13]. The catalyst class is: 103. (2) Reactant: [CH3:1][C:2]1[N:7]([CH3:8])[N:6]([C:9]2[CH:14]=[CH:13][CH:12]=[CH:11][CH:10]=2)[C:4](=[O:5])[C:3]=1[C:15]([OH:17])=O.CN(C(ON1N=NC2C=CC=NC1=2)=[N+](C)C)C.F[P-](F)(F)(F)(F)F.[NH2:42][C:43]1[CH:48]=[CH:47][C:46]([C:49]2[C:50]([NH2:56])=[N:51][CH:52]=[C:53]([Br:55])[CH:54]=2)=[CH:45][CH:44]=1. Product: [NH2:56][C:50]1[C:49]([C:46]2[CH:45]=[CH:44][C:43]([NH:42][C:15]([C:3]3[C:4](=[O:5])[N:6]([C:9]4[CH:10]=[CH:11][CH:12]=[CH:13][CH:14]=4)[N:7]([CH3:8])[C:2]=3[CH3:1])=[O:17])=[CH:48][CH:47]=2)=[CH:54][C:53]([Br:55])=[CH:52][N:51]=1. The catalyst class is: 606.